Dataset: Forward reaction prediction with 1.9M reactions from USPTO patents (1976-2016). Task: Predict the product of the given reaction. (1) The product is: [F:41][C:40]([F:43])([F:42])[S:37]([O:16][C:17]1[CH2:22][CH2:21][N:20]([C:23]([O:25][C:26]([CH3:29])([CH3:28])[CH3:27])=[O:24])[CH2:19][CH:18]=1)(=[O:39])=[O:38]. Given the reactants C[Si]([N-][Si](C)(C)C)(C)C.[Li+].O1CCCC1.[O:16]=[C:17]1[CH2:22][CH2:21][N:20]([C:23]([O:25][C:26]([CH3:29])([CH3:28])[CH3:27])=[O:24])[CH2:19][CH2:18]1.C1C=CC(N([S:37]([C:40]([F:43])([F:42])[F:41])(=[O:39])=[O:38])[S:37]([C:40]([F:43])([F:42])[F:41])(=[O:39])=[O:38])=CC=1.[Cl-].[NH4+], predict the reaction product. (2) Given the reactants Cl[C:2]1[N:7]=[C:6]([NH:8][C:9]2[CH:14]=[CH:13][CH:12]=[C:11]([OH:15])[CH:10]=2)[C:5]([F:16])=[CH:4][N:3]=1.[CH2:17]([O:19][C:20]([C:22]1[NH:23][C:24]2[C:29]([CH:30]=1)=[CH:28][C:27]([NH2:31])=[CH:26][CH:25]=2)=[O:21])[CH3:18], predict the reaction product. The product is: [CH2:17]([O:19][C:20]([C:22]1[NH:23][C:24]2[C:29]([CH:30]=1)=[CH:28][C:27]([NH:31][C:2]1[N:7]=[C:6]([NH:8][C:9]3[CH:14]=[CH:13][CH:12]=[C:11]([OH:15])[CH:10]=3)[C:5]([F:16])=[CH:4][N:3]=1)=[CH:26][CH:25]=2)=[O:21])[CH3:18]. (3) The product is: [CH3:1][N:2]1[C:6]([NH:7][C:11]2[CH:12]=[CH:13][C:14]([O:17][C:18]([F:19])([F:20])[F:21])=[CH:15][CH:16]=2)=[CH:5][CH:4]([CH3:22])[NH:3]1. Given the reactants [CH3:1][N:2]1[C:6]([N:7]([C:11]2[CH:16]=[CH:15][C:14]([O:17][C:18]([F:21])([F:20])[F:19])=[CH:13][CH:12]=2)C(=O)C)=[CH:5][CH:4]([CH3:22])[NH:3]1.Cl.O.C(=O)(O)[O-].[Na+], predict the reaction product.